Dataset: Reaction yield outcomes from USPTO patents with 853,638 reactions. Task: Predict the reaction yield, written as a fraction of the theoretical maximum amount of product (1.0 means a 100% yield; for example, 0.34 means a 34% yield). (1) The reactants are [C:1]([CH2:4][CH2:5][C:6]1[C:7]([CH3:13])=[C:8]([CH:11]=O)[NH:9][CH:10]=1)([OH:3])=[O:2].[Cl:14][C:15]1[CH:23]=[C:22]2[C:18]([CH2:19][C:20](=[O:24])[NH:21]2)=[CH:17][CH:16]=1.N1CCCCC1. The catalyst is C(O)C. The product is [Cl:14][C:15]1[CH:23]=[C:22]2[C:18]([C:19](=[CH:11][C:8]3[NH:9][CH:10]=[C:6]([CH2:5][CH2:4][C:1]([OH:3])=[O:2])[C:7]=3[CH3:13])[C:20](=[O:24])[NH:21]2)=[CH:17][CH:16]=1. The yield is 0.740. (2) The reactants are Br[CH2:2][C:3]1[CH:12]=[CH:11][C:6]([C:7]([O:9][CH3:10])=[O:8])=[CH:5][CH:4]=1.[CH3:13][NH:14][CH3:15]. The catalyst is CO. The yield is 0.990. The product is [CH3:13][N:14]([CH2:2][C:3]1[CH:12]=[CH:11][C:6]([C:7]([O:9][CH3:10])=[O:8])=[CH:5][CH:4]=1)[CH3:15]. (3) The reactants are C(OC([N:11]1[CH2:15][C@@H:14]([OH:16])[CH2:13][C@H:12]1[C:17]([OH:19])=[O:18])=O)C1C=CC=CC=1.[H-].[Na+].[CH3:22]I.[H][H]. The catalyst is C1COCC1.CO.[OH-].[OH-].[Pd+2]. The product is [CH3:22][O:16][C@@H:14]1[CH2:15][NH:11][C@H:12]([C:17]([OH:19])=[O:18])[CH2:13]1. The yield is 0.910.